Dataset: Peptide-MHC class II binding affinity with 134,281 pairs from IEDB. Task: Regression. Given a peptide amino acid sequence and an MHC pseudo amino acid sequence, predict their binding affinity value. This is MHC class II binding data. (1) The peptide sequence is GKWLDAKSTWYGKPT. The MHC is DRB1_0405 with pseudo-sequence DRB1_0405. The binding affinity (normalized) is 0.214. (2) The peptide sequence is AAATAGTTTYGAFAA. The MHC is HLA-DPA10103-DPB10601 with pseudo-sequence HLA-DPA10103-DPB10601. The binding affinity (normalized) is 0.